Binary Classification. Given a miRNA mature sequence and a target amino acid sequence, predict their likelihood of interaction. From a dataset of Experimentally validated miRNA-target interactions with 360,000+ pairs, plus equal number of negative samples. The miRNA is hsa-miR-3194-3p with sequence AGCUCUGCUGCUCACUGGCAGU. The protein sequence of the target gene is MTTLDHVIATHQSEWVSFSEEPLFPTPLEGGTEEHFPGLSSSSERSESSSGENHVVDEGSQDLSHSEQDDSSEKMGLISEAASPPGSPVQPTPDLASAISNWVQFEDDTPWSSTSPPHKETALTLTMPCWTCPSFDSLRRCPLTSESSWTTHSEDTSSPSVAPSYTDLQLINTEEQASGRASGTDSTDNSSSLQEDEEVEMEAISWWAGSPAMNGHPAAPPVTTARFPSWVTFEDNEVGCPSPPVPSPKKPNTPSAATAAPDVPFNSTGSFKRDRPKSTLMNLPKVQKLDISSLNRPPSV.... Result: 0 (no interaction).